Predict the product of the given reaction. From a dataset of Forward reaction prediction with 1.9M reactions from USPTO patents (1976-2016). Given the reactants [Br:1][C:2]1[CH:7]=[C:6]([F:8])[CH:5]=[CH:4][C:3]=1[CH3:9].[Br:10]N1C(=O)CCC1=O, predict the reaction product. The product is: [Br:1][C:2]1[CH:7]=[C:6]([F:8])[CH:5]=[CH:4][C:3]=1[CH2:9][Br:10].